Task: Predict the reactants needed to synthesize the given product.. Dataset: Full USPTO retrosynthesis dataset with 1.9M reactions from patents (1976-2016) (1) Given the product [C:1]([O:5][C:6]([N:8]1[CH2:17][CH2:16][C:15]2[C:14]([Cl:39])=[N:13][CH:12]=[N:11][C:10]=2[CH2:9]1)=[O:7])([CH3:4])([CH3:3])[CH3:2], predict the reactants needed to synthesize it. The reactants are: [C:1]([O:5][C:6]([N:8]1[CH2:17][CH2:16][C:15]2[C:14](O)=[N:13][CH:12]=[N:11][C:10]=2[CH2:9]1)=[O:7])([CH3:4])([CH3:3])[CH3:2].C1(P(C2C=CC=CC=2)C2C=CC=CC=2)C=CC=CC=1.C(Cl)(Cl)(Cl)[Cl:39]. (2) Given the product [Si:1]([O:8][C:9]1[CH:18]=[CH:17][CH:16]=[C:15]2[C:10]=1[CH:11]=[CH:12][C:13]([NH:19][CH3:20])=[CH:14]2)([C:4]([CH3:7])([CH3:6])[CH3:5])([CH3:2])[CH3:3], predict the reactants needed to synthesize it. The reactants are: [Si:1]([O:8][C:9]1[CH:18]=[CH:17][CH:16]=[C:15]2[C:10]=1[CH:11]=[CH:12][C:13]([NH:19][C:20](=O)[O-])=[CH:14]2)([C:4]([CH3:7])([CH3:6])[CH3:5])([CH3:3])[CH3:2].[H-].[H-].[H-].[H-].[Li+].[Al+3].N1C=CN=C1.C([Si](Cl)(C)C)(C)(C)C. (3) The reactants are: [NH2:1][C@@H:2]1[CH2:5][C@H:4]([N:6]2[C:10]3=[N:11][CH:12]=[CH:13][N:14]=[C:9]3[C:8]([CH3:16])([CH3:15])[C:7]2=[O:17])[CH2:3]1.[NH:18]1[C:22]2[CH:23]=[CH:24][CH:25]=[CH:26][C:21]=2[N:20]=[C:19]1[C:27](O)=[O:28].CN(C(ON1N=NC2C=CC=NC1=2)=[N+](C)C)C.F[P-](F)(F)(F)(F)F.C(N(CC)CC)C. Given the product [CH3:16][C:8]1([CH3:15])[C:9]2[C:10](=[N:11][CH:12]=[CH:13][N:14]=2)[N:6]([C@@H:4]2[CH2:5][C@H:2]([NH:1][C:27]([C:19]3[NH:18][C:22]4[CH:23]=[CH:24][CH:25]=[CH:26][C:21]=4[N:20]=3)=[O:28])[CH2:3]2)[C:7]1=[O:17], predict the reactants needed to synthesize it. (4) Given the product [Cl:4][C:23]1[C:22](=[O:36])[CH2:21][CH2:20][C:19]2[C:24]=1[CH2:25][CH2:26][C@@H:27]1[C:18]=2[C@@H:17]([C:14]2[CH:13]=[CH:12][C:11]([O:10][CH2:9][CH2:8][N:7]([CH3:6])[CH3:37])=[CH:16][CH:15]=2)[CH2:34][C@@:32]2([CH3:33])[C@H:28]1[CH2:29][CH2:30][C:31]2=[O:35], predict the reactants needed to synthesize it. The reactants are: S(Cl)([Cl:4])(=O)=O.[CH3:6][N:7]([CH3:37])[CH2:8][CH2:9][O:10][C:11]1[CH:16]=[CH:15][C:14]([C@H:17]2[CH2:34][C@@:32]3([CH3:33])[C@@H:28]([CH2:29][CH2:30][C:31]3=[O:35])[C@H:27]3[C:18]2=[C:19]2[C:24]([CH2:25][CH2:26]3)=[CH:23][C:22](=[O:36])[CH2:21][CH2:20]2)=[CH:13][CH:12]=1.C(=O)(O)[O-].[Na+]. (5) Given the product [CH2:39]([NH:46][C:8]1[CH:9]=[C:10]([C:15]2[O:16][C:17]([CH3:38])=[C:18]([CH2:20][CH2:21][O:22][C:23]3[CH:24]=[C:25]4[C:29](=[CH:30][CH:31]=3)[C@H:28]([CH2:32][C:33]([O:35][CH2:36][CH3:37])=[O:34])[CH2:27][CH2:26]4)[N:19]=2)[CH:11]=[CH:12][C:13]=1[CH3:14])[C:40]1[CH:45]=[CH:44][CH:43]=[CH:42][CH:41]=1, predict the reactants needed to synthesize it. The reactants are: C(=O)([O-])[O-].[Cs+].[Cs+].Br[C:8]1[CH:9]=[C:10]([C:15]2[O:16][C:17]([CH3:38])=[C:18]([CH2:20][CH2:21][O:22][C:23]3[CH:24]=[C:25]4[C:29](=[CH:30][CH:31]=3)[C@H:28]([CH2:32][C:33]([O:35][CH2:36][CH3:37])=[O:34])[CH2:27][CH2:26]4)[N:19]=2)[CH:11]=[CH:12][C:13]=1[CH3:14].[CH2:39]([NH2:46])[C:40]1[CH:45]=[CH:44][CH:43]=[CH:42][CH:41]=1. (6) Given the product [Cl:1][C:2]1[CH:3]=[C:4]([CH:25]=[CH:26][C:27]=1[Cl:28])[CH2:5][N:6]([CH3:24])[C:7]([C:9]1[CH2:10][N:11]([CH2:16][CH2:17][N:18]2[CH2:19][CH2:20][N:21]([S:31](=[O:33])(=[O:32])[N:30]([CH3:35])[CH3:29])[CH2:22][CH2:23]2)[C:12](=[O:15])[C:13]=1[OH:14])=[O:8], predict the reactants needed to synthesize it. The reactants are: [Cl:1][C:2]1[CH:3]=[C:4]([CH:25]=[CH:26][C:27]=1[Cl:28])[CH2:5][N:6]([CH3:24])[C:7]([C:9]1[CH2:10][N:11]([CH2:16][CH2:17][N:18]2[CH2:23][CH2:22][NH:21][CH2:20][CH2:19]2)[C:12](=[O:15])[C:13]=1[OH:14])=[O:8].[CH3:29][N:30]([CH3:35])[S:31](Cl)(=[O:33])=[O:32]. (7) Given the product [CH:1]1([N:6]2[C:14]3[CH:13]=[C:12]([CH:15]=[O:18])[CH:11]=[C:10]([C:19]([NH:21][CH2:22][C:23]4[C:24](=[O:31])[NH:25][C:26]([CH3:30])=[CH:27][C:28]=4[CH3:29])=[O:20])[C:9]=3[CH:8]=[N:7]2)[CH2:2][CH2:3][CH2:4][CH2:5]1, predict the reactants needed to synthesize it. The reactants are: [CH:1]1([N:6]2[C:14]3[CH:13]=[C:12]([CH:15]([OH:18])CO)[CH:11]=[C:10]([C:19]([NH:21][CH2:22][C:23]4[C:24](=[O:31])[NH:25][C:26]([CH3:30])=[CH:27][C:28]=4[CH3:29])=[O:20])[C:9]=3[CH:8]=[N:7]2)[CH2:5][CH2:4][CH2:3][CH2:2]1. (8) The reactants are: [CH2:1]([O:8][C:9]1[CH:10]=[C:11](F)[C:12]([N+:22]([O-:24])=[O:23])=[C:13]([N:15]2[CH:19]=[C:18]([CH3:20])[N:17]=[C:16]2[Br:21])[CH:14]=1)[C:2]1[CH:7]=[CH:6][CH:5]=[CH:4][CH:3]=1.[OH-:26].[K+].[CH3:28]O. Given the product [CH2:1]([O:8][C:9]1[CH:10]=[C:11]([O:26][CH3:28])[C:12]([N+:22]([O-:24])=[O:23])=[C:13]([N:15]2[CH:19]=[C:18]([CH3:20])[N:17]=[C:16]2[Br:21])[CH:14]=1)[C:2]1[CH:7]=[CH:6][CH:5]=[CH:4][CH:3]=1, predict the reactants needed to synthesize it.